From a dataset of NCI-60 drug combinations with 297,098 pairs across 59 cell lines. Regression. Given two drug SMILES strings and cell line genomic features, predict the synergy score measuring deviation from expected non-interaction effect. Drug 1: C1=CN(C=N1)CC(O)(P(=O)(O)O)P(=O)(O)O. Drug 2: C1CN(CCN1C(=O)CCBr)C(=O)CCBr. Cell line: U251. Synergy scores: CSS=18.7, Synergy_ZIP=2.83, Synergy_Bliss=0.0421, Synergy_Loewe=2.29, Synergy_HSA=0.258.